This data is from P-glycoprotein inhibition data for predicting drug efflux from Broccatelli et al.. The task is: Regression/Classification. Given a drug SMILES string, predict its absorption, distribution, metabolism, or excretion properties. Task type varies by dataset: regression for continuous measurements (e.g., permeability, clearance, half-life) or binary classification for categorical outcomes (e.g., BBB penetration, CYP inhibition). Dataset: pgp_broccatelli. (1) The compound is COc1ccc(CN(CCN(C)C)c2nccs2)cc1. The result is 0 (non-inhibitor). (2) The compound is COc1cccc(CCc2ccccc2OCCCN2CCN(C)CC2)c1. The result is 1 (inhibitor). (3) The compound is O=C(CCc1ccccc1)c1ccccc1OC[C@H](O)CNC1CCCCC1. The result is 1 (inhibitor).